This data is from Blood-brain barrier permeability classification from the B3DB database. The task is: Regression/Classification. Given a drug SMILES string, predict its absorption, distribution, metabolism, or excretion properties. Task type varies by dataset: regression for continuous measurements (e.g., permeability, clearance, half-life) or binary classification for categorical outcomes (e.g., BBB penetration, CYP inhibition). Dataset: b3db_classification. (1) The drug is COC1CC(OC2C(C)OC(OC3C(C)=CCC4CC(CC5(CCC(C)C(C(C)C)O5)O4)OC(=O)C4C=C(C)C(O)C5OCC(=CC=CC3C)C45O)CC2OC)OC(C)C1O. The result is 0 (does not penetrate BBB). (2) The molecule is C[C@@]12CCC(=O)C=C1CC[C@H]1[C@H]2[C@H](O)C[C@]2(C)[C@@H]1CC[C@@]2(O)C(=O)CO. The result is 1 (penetrates BBB).